From a dataset of Full USPTO retrosynthesis dataset with 1.9M reactions from patents (1976-2016). Predict the reactants needed to synthesize the given product. Given the product [C:11]([C:9]1[CH:8]=[C:4]([CH:3]=[C:2]([OH:21])[CH:10]=1)[C:5]([OH:7])=[O:6])([CH3:14])([CH3:13])[CH3:12], predict the reactants needed to synthesize it. The reactants are: Br[C:2]1[CH:3]=[C:4]([CH:8]=[C:9]([C:11]([CH3:14])([CH3:13])[CH3:12])[CH:10]=1)[C:5]([OH:7])=[O:6].C([Li])CCC.B(OC)(OC)[O:21]C.[OH-].[Na+].OO.Cl.